This data is from Reaction yield outcomes from USPTO patents with 853,638 reactions. The task is: Predict the reaction yield, written as a fraction of the theoretical maximum amount of product (1.0 means a 100% yield; for example, 0.34 means a 34% yield). The reactants are [Br:1][C:2]1[CH:3]=[CH:4][C:5]([OH:11])=[C:6]([C:8](=[O:10])[CH3:9])[CH:7]=1.[C:12]1(=O)[CH2:16][CH2:15][CH2:14][CH2:13]1.N1CCCC1.Cl. The catalyst is CO.O. The product is [Br:1][C:2]1[CH:7]=[C:6]2[C:5](=[CH:4][CH:3]=1)[O:11][C:12]1([CH2:16][CH2:15][CH2:14][CH2:13]1)[CH2:9][C:8]2=[O:10]. The yield is 1.00.